The task is: Predict the product of the given reaction.. This data is from Forward reaction prediction with 1.9M reactions from USPTO patents (1976-2016). (1) Given the reactants [C:1]([C:5]1[N:10]=[C:9]([O:11][CH2:12][CH3:13])[C:8]([C:14]2[N:15]([C:35](Cl)=[O:36])[C:16]([C:28]3[CH:33]=[CH:32][C:31]([Cl:34])=[CH:30][CH:29]=3)([CH3:27])[C:17]([C:20]3[CH:25]=[CH:24][C:23]([Cl:26])=[CH:22][CH:21]=3)([CH3:19])[N:18]=2)=[CH:7][N:6]=1)([CH3:4])([CH3:3])[CH3:2].[N:38]1([CH2:44][CH2:45][CH2:46][OH:47])[CH2:43][CH2:42][NH:41][CH2:40][CH2:39]1, predict the reaction product. The product is: [C:1]([C:5]1[N:10]=[C:9]([O:11][CH2:12][CH3:13])[C:8]([C:14]2[N:15]([C:35]([N:41]3[CH2:42][CH2:43][N:38]([CH2:44][CH2:45][CH2:46][OH:47])[CH2:39][CH2:40]3)=[O:36])[C:16]([C:28]3[CH:33]=[CH:32][C:31]([Cl:34])=[CH:30][CH:29]=3)([CH3:27])[C:17]([C:20]3[CH:25]=[CH:24][C:23]([Cl:26])=[CH:22][CH:21]=3)([CH3:19])[N:18]=2)=[CH:7][N:6]=1)([CH3:2])([CH3:3])[CH3:4]. (2) The product is: [CH3:13][S:14]([N:9]1[C:10]2[C:6](=[CH:5][C:4]([N+:1]([O-:3])=[O:2])=[CH:12][CH:11]=2)[CH2:7][CH2:8]1)(=[O:16])=[O:15]. Given the reactants [N+:1]([C:4]1[CH:5]=[C:6]2[C:10](=[CH:11][CH:12]=1)[NH:9][CH2:8][CH2:7]2)([O-:3])=[O:2].[CH3:13][S:14](Cl)(=[O:16])=[O:15].C(N(CC)CC)C.O, predict the reaction product. (3) Given the reactants [C:1]([C:5]1[CH:6]=[C:7]([C:16]2[CH:17]=[C:18]([C:28]3[CH:33]=[CH:32][C:31]([C:34]([O:36][CH2:37][CH3:38])=[O:35])=[CH:30][CH:29]=3)[CH:19]=[CH:20][C:21]=2[O:22][CH2:23][CH2:24][CH2:25][CH2:26][OH:27])[CH:8]=[CH:9][C:10]=1N1CCCC1)([CH3:4])([CH3:3])[CH3:2].C(Cl)(=O)C(Cl)=O.CS(C)=O.C(C1C=C(C2C=C(C3C=CC(C(OCC)=O)=CC=3)C=CC=2OCCCC=O)C=CC=1[N:59]1[CH2:63][CH2:62][CH2:61][CH2:60]1)(C)(C)C, predict the reaction product. The product is: [C:1]([C:5]1[CH:6]=[C:7]([C:16]2[C:21]([O:22][CH2:23][CH2:24][CH2:25][CH:26]=[O:27])([N:59]3[CH2:63][CH2:62][CH2:61][CH2:60]3)[CH2:20][CH:19]=[C:18]([C:28]3[CH:29]=[CH:30][C:31]([C:34]([O:36][CH2:37][CH3:38])=[O:35])=[CH:32][CH:33]=3)[CH:17]=2)[CH:8]=[CH:9][CH:10]=1)([CH3:3])([CH3:2])[CH3:4].